From a dataset of Forward reaction prediction with 1.9M reactions from USPTO patents (1976-2016). Predict the product of the given reaction. (1) Given the reactants [C:1]([N:5]1[C:9](=[O:10])[C:8](Cl)=[C:7]([C:12]2[CH:17]=[CH:16][CH:15]=[CH:14][CH:13]=2)[S:6]1(=[O:19])=[O:18])([CH3:4])([CH3:3])[CH3:2].[C:20]1([CH2:26][CH2:27][NH2:28])[CH:25]=[CH:24][CH:23]=[CH:22][CH:21]=1, predict the reaction product. The product is: [C:1]([N:5]1[C:9](=[O:10])[C:8]([NH:28][CH2:27][CH2:26][C:20]2[CH:25]=[CH:24][CH:23]=[CH:22][CH:21]=2)=[C:7]([C:12]2[CH:17]=[CH:16][CH:15]=[CH:14][CH:13]=2)[S:6]1(=[O:19])=[O:18])([CH3:4])([CH3:3])[CH3:2]. (2) Given the reactants [CH:1]1([C:5]#[N:6])[CH2:4][CH2:3][CH2:2]1.C([N-]C(C)C)(C)C.[Li+].[O:15]1[CH2:19][CH2:18][C:17](=[O:20])[CH2:16]1.CN(C)P(N(C)C)(N(C)C)=O, predict the reaction product. The product is: [OH:20][C:17]1([C:1]2([C:5]#[N:6])[CH2:4][CH2:3][CH2:2]2)[CH2:18][CH2:19][O:15][CH2:16]1. (3) Given the reactants [NH2:1][C:2]1[CH:7]=[CH:6][C:5]([OH:8])=[CH:4][CH:3]=1.C1COCC1.Cl[C:15]1[CH:20]=[C:19]([Cl:21])[N:18]=[C:17]([NH2:22])[CH:16]=1.O, predict the reaction product. The product is: [NH2:1][C:2]1[CH:7]=[CH:6][C:5]([O:8][C:15]2[CH:20]=[C:19]([Cl:21])[N:18]=[C:17]([NH2:22])[CH:16]=2)=[CH:4][CH:3]=1. (4) Given the reactants [C:1]([C:3]1[C:8]([NH:9][C:10]2[S:14][N:13]=[C:12]([CH3:15])[CH:11]=2)=[CH:7][C:6]([NH:16][CH:17]([CH2:21][C:22]([F:25])([F:24])[F:23])[C:18]([NH2:20])=[O:19])=[C:5]([F:26])[CH:4]=1)#[N:2].[OH-].[Na+].OO.CC(O)=[O:33], predict the reaction product. The product is: [NH2:20][C:18](=[O:19])[CH:17]([NH:16][C:6]1[C:5]([F:26])=[CH:4][C:3]([C:1]([NH2:2])=[O:33])=[C:8]([NH:9][C:10]2[S:14][N:13]=[C:12]([CH3:15])[CH:11]=2)[CH:7]=1)[CH2:21][C:22]([F:23])([F:25])[F:24]. (5) Given the reactants [F:1][C:2]1[CH:7]=[CH:6][CH:5]=[C:4]([F:8])[C:3]=1[C:9]1[N:14]=[C:13]([C:15]([NH:17][C:18]2[CH:19]=[N:20][CH:21]=[CH:22][C:23]=2[C@H:24]2[CH2:29][C@@H:28]([NH:30]C(=O)OC(C)(C)C)[C@H:27](SC)[C@@H:26]([CH3:40])[CH2:25]2)=[O:16])[CH:12]=[CH:11][C:10]=1[F:41].O[O:43][S:44]([O-:46])=O.[K+].[C:48](O)(C(F)(F)F)=O.C(Cl)Cl, predict the reaction product. The product is: [NH2:30][C@H:28]1[C@H:27]([S:44]([CH3:48])(=[O:46])=[O:43])[C@@H:26]([CH3:40])[CH2:25][C@@H:24]([C:23]2[CH:22]=[CH:21][N:20]=[CH:19][C:18]=2[NH:17][C:15](=[O:16])[C:13]2[CH:12]=[CH:11][C:10]([F:41])=[C:9]([C:3]3[C:2]([F:1])=[CH:7][CH:6]=[CH:5][C:4]=3[F:8])[N:14]=2)[CH2:29]1. (6) The product is: [CH:1]1([C:43]2[C:48]([C:49]3[CH:54]=[CH:53][C:52]([F:55])=[CH:51][C:50]=3[F:56])=[C:47]([F:57])[C:46]([O:58][CH3:59])=[C:45]([CH:60]=[O:61])[CH:44]=2)[CH2:3][CH2:2]1. Given the reactants [CH:1]1(B(O)O)[CH2:3][CH2:2]1.C1(P(C2CCCCC2)C2C=CC=CC=2C2C(OC)=CC=CC=2OC)CCCCC1.C(=O)([O-])[O-].[Na+].[Na+].Br[C:43]1[C:48]([C:49]2[CH:54]=[CH:53][C:52]([F:55])=[CH:51][C:50]=2[F:56])=[C:47]([F:57])[C:46]([O:58][CH3:59])=[C:45]([CH:60]=[O:61])[CH:44]=1, predict the reaction product. (7) Given the reactants P(Br)(Br)([Br:3])=O.[F:6][C:7]1[CH:12]=[CH:11][C:10]([CH2:13][C:14]2[CH:15]=[C:16]([N+:21]([O-:23])=[O:22])[C:17](=O)[NH:18][CH:19]=2)=[CH:9][CH:8]=1.CN(C=O)C.[OH-].[Na+], predict the reaction product. The product is: [Br:3][C:17]1[C:16]([N+:21]([O-:23])=[O:22])=[CH:15][C:14]([CH2:13][C:10]2[CH:11]=[CH:12][C:7]([F:6])=[CH:8][CH:9]=2)=[CH:19][N:18]=1.